From a dataset of Catalyst prediction with 721,799 reactions and 888 catalyst types from USPTO. Predict which catalyst facilitates the given reaction. (1) Reactant: [C:1]([O:5][C:6]([N:8]1[CH2:17][CH2:16][C:15]2[C:10](=[C:11]([NH:18][CH2:19][C:20]([O:22]CC)=[O:21])[CH:12]=[CH:13][CH:14]=2)[CH2:9]1)=[O:7])([CH3:4])([CH3:3])[CH3:2].[Li+].[OH-]. Product: [C:1]([O:5][C:6]([N:8]1[CH2:17][CH2:16][C:15]2[C:10](=[C:11]([NH:18][CH2:19][C:20]([OH:22])=[O:21])[CH:12]=[CH:13][CH:14]=2)[CH2:9]1)=[O:7])([CH3:4])([CH3:2])[CH3:3]. The catalyst class is: 1. (2) Reactant: Br[CH2:2][C:3]1[CH:4]=[C:5]2[C:10](=[CH:11][CH:12]=1)[N:9]=[CH:8][N:7]=[C:6]2[NH:13][C:14]1[CH:19]=[CH:18][CH:17]=[C:16]([CH3:20])[CH:15]=1.[Na].[SH:22][C:23]1[N:24]([CH3:28])[CH:25]=[CH:26][N:27]=1.SC1N(C)C=CN=1.[O-]CC.[Na+]. Product: [CH3:20][C:16]1[CH:15]=[C:14]([CH:19]=[CH:18][CH:17]=1)[NH:13][C:6]1[C:5]2[C:10](=[CH:11][CH:12]=[C:3]([CH2:2][S:22][C:23]3[N:24]([CH3:28])[CH:25]=[CH:26][N:27]=3)[CH:4]=2)[N:9]=[CH:8][N:7]=1. The catalyst class is: 8. (3) Reactant: C[O:2][C:3](=[O:37])[CH2:4][CH2:5][NH:6][C:7](=[O:36])[C:8]1[CH:13]=[CH:12][C:11]([CH:14]([NH:19][C:20]2[CH:25]=[CH:24][C:23]([C:26]3[CH:31]=[CH:30][C:29]([C:32]([CH3:35])([CH3:34])[CH3:33])=[CH:28][CH:27]=3)=[CH:22][CH:21]=2)[CH2:15][CH:16]([CH3:18])[CH3:17])=[CH:10][CH:9]=1.CO.[OH-].[Na+]. Product: [C:32]([C:29]1[CH:28]=[CH:27][C:26]([C:23]2[CH:24]=[CH:25][C:20]([NH:19][CH:14]([C:11]3[CH:12]=[CH:13][C:8]([C:7]([NH:6][CH2:5][CH2:4][C:3]([OH:37])=[O:2])=[O:36])=[CH:9][CH:10]=3)[CH2:15][CH:16]([CH3:18])[CH3:17])=[CH:21][CH:22]=2)=[CH:31][CH:30]=1)([CH3:34])([CH3:35])[CH3:33]. The catalyst class is: 25. (4) Reactant: [CH3:1][C:2]1[CH:3]=[C:4]([CH2:9][CH:10]([OH:33])[C:11]([O:29][CH2:30][O:31][CH3:32])([C:25]([F:28])([F:27])[F:26])[CH2:12][C:13]([C:16]2[CH:21]=[C:20]([F:22])[CH:19]=[CH:18][C:17]=2[O:23][CH3:24])([CH3:15])[CH3:14])[CH:5]=[C:6]([CH3:8])[CH:7]=1.CC(OI1(OC(C)=O)(OC(C)=O)OC(=O)C2C1=CC=CC=2)=O. Product: [CH3:8][C:6]1[CH:5]=[C:4]([CH2:9][C:10](=[O:33])[C:11]([O:29][CH2:30][O:31][CH3:32])([C:25]([F:26])([F:27])[F:28])[CH2:12][C:13]([C:16]2[CH:21]=[C:20]([F:22])[CH:19]=[CH:18][C:17]=2[O:23][CH3:24])([CH3:15])[CH3:14])[CH:3]=[C:2]([CH3:1])[CH:7]=1. The catalyst class is: 4. (5) Reactant: C(OC([NH:8][C@@H:9]([CH:26]([CH3:28])[CH3:27])[C:10]([N:12]1[C:16]2=[N:17][CH:18]=[CH:19][CH:20]=[C:15]2[CH2:14][C@H:13]1[C:21]([O:23][CH2:24][CH3:25])=[O:22])=[O:11])=O)(C)(C)C.[ClH:29]. Product: [ClH:29].[NH2:8][C@@H:9]([CH:26]([CH3:27])[CH3:28])[C:10]([N:12]1[C:16]2=[N:17][CH:18]=[CH:19][CH:20]=[C:15]2[CH2:14][C@H:13]1[C:21]([O:23][CH2:24][CH3:25])=[O:22])=[O:11]. The catalyst class is: 14.